Dataset: Full USPTO retrosynthesis dataset with 1.9M reactions from patents (1976-2016). Task: Predict the reactants needed to synthesize the given product. (1) Given the product [CH2:17]([CH:16]([C:15]1[C:10]2[N:11]([C:7]([C:5]3[S:6][C:2]([C:24]#[N:25])=[CH:3][C:4]=3[CH3:23])=[C:8]([CH3:22])[N:9]=2)[N:12]=[C:13]([CH3:21])[CH:14]=1)[CH2:19][CH3:20])[CH3:18], predict the reactants needed to synthesize it. The reactants are: Br[C:2]1[S:6][C:5]([C:7]2[N:11]3[N:12]=[C:13]([CH3:21])[CH:14]=[C:15]([CH:16]([CH2:19][CH3:20])[CH2:17][CH3:18])[C:10]3=[N:9][C:8]=2[CH3:22])=[C:4]([CH3:23])[CH:3]=1.[CH3:24][N:25](C=O)C. (2) Given the product [Cl:30][C:31]1[CH:36]=[C:35]([C:11]2[C:5]3[C:6](=[N:7][CH:8]=[C:3]([O:2][CH3:1])[CH:4]=3)[N:9]([S:21]([C:24]3[CH:25]=[CH:26][CH:27]=[CH:28][CH:29]=3)(=[O:23])=[O:22])[CH:10]=2)[CH:34]=[C:33]([Cl:38])[N:32]=1, predict the reactants needed to synthesize it. The reactants are: [CH3:1][O:2][C:3]1[CH:4]=[C:5]2[C:11](B3OC(C)(C)C(C)(C)O3)=[CH:10][N:9]([S:21]([C:24]3[CH:29]=[CH:28][CH:27]=[CH:26][CH:25]=3)(=[O:23])=[O:22])[C:6]2=[N:7][CH:8]=1.[Cl:30][C:31]1[CH:36]=[C:35](I)[CH:34]=[C:33]([Cl:38])[N:32]=1.C(=O)([O-])[O-].[Na+].[Na+]. (3) Given the product [Cl:37][C:34]1[CH:33]=[CH:32][C:31]([N:24]([CH2:23][C@@H:10]2[C@@H:11]([CH2:13][C:14]3[CH:19]=[CH:18][CH:17]=[C:16]([CH:20]([CH3:22])[CH3:21])[CH:15]=3)[CH2:12][NH:8][CH2:9]2)[C:25]2[CH:26]=[CH:27][CH:28]=[CH:29][CH:30]=2)=[CH:36][CH:35]=1, predict the reactants needed to synthesize it. The reactants are: C(OC([N:8]1[CH2:12][C@H:11]([CH2:13][C:14]2[CH:19]=[CH:18][CH:17]=[C:16]([CH:20]([CH3:22])[CH3:21])[CH:15]=2)[C@H:10]([CH2:23][N:24]([C:31]2[CH:36]=[CH:35][C:34]([Cl:37])=[CH:33][CH:32]=2)[C:25]2[CH:30]=[CH:29][CH:28]=[CH:27][CH:26]=2)[CH2:9]1)=O)(C)(C)C. (4) Given the product [F:1][C:2]1[C:7]([F:8])=[CH:6][CH:5]=[CH:4][C:3]=1[CH2:9][S:10][C:11]1[N:16]=[C:15]([NH:17][S:18]([CH3:21])(=[O:19])=[O:20])[CH:14]=[C:13]([O:22][C@H:23]([CH3:24])[C@H:25]([OH:26])[CH2:29][OH:28])[N:12]=1, predict the reactants needed to synthesize it. The reactants are: [F:1][C:2]1[C:7]([F:8])=[CH:6][CH:5]=[CH:4][C:3]=1[CH2:9][S:10][C:11]1[N:16]=[C:15]([NH:17][S:18]([CH3:21])(=[O:20])=[O:19])[CH:14]=[C:13]([O:22][C@@H:23]([C@H:25]2[CH2:29][O:28]C(C)(C)[O:26]2)[CH3:24])[N:12]=1.C(=O)(O)[O-].[Na+].